Dataset: Full USPTO retrosynthesis dataset with 1.9M reactions from patents (1976-2016). Task: Predict the reactants needed to synthesize the given product. (1) The reactants are: C([O:8][C:9]1[CH:14]=[CH:13][C:12]([N:15]2[C:19]3=[N:20][CH:21]=[CH:22][CH:23]=[C:18]3[C:17](=[O:24])[N:16]2[CH3:25])=[CH:11][CH:10]=1)C1C=CC=CC=1.S(=O)(=O)(O)O. Given the product [OH:8][C:9]1[CH:10]=[CH:11][C:12]([N:15]2[C:19]3=[N:20][CH:21]=[CH:22][CH:23]=[C:18]3[C:17](=[O:24])[N:16]2[CH3:25])=[CH:13][CH:14]=1, predict the reactants needed to synthesize it. (2) Given the product [CH2:45]([O:44][C:42](=[O:43])[CH2:41][C:38]1[CH:39]=[CH:40][C:35]([C:2]2[CH:7]=[CH:6][C:5]([N:8]3[C:12]([NH:13][C:14]([O:15][C@@H:16]([C:18]4[CH:23]=[CH:22][CH:21]=[CH:20][CH:19]=4)[CH3:17])=[O:24])=[C:11]([CH2:25][CH3:26])[N:10]=[N:9]3)=[CH:4][CH:3]=2)=[CH:36][CH:37]=1)[CH3:46], predict the reactants needed to synthesize it. The reactants are: Br[C:2]1[CH:7]=[CH:6][C:5]([N:8]2[C:12]([NH:13][C:14](=[O:24])[O:15][C@@H:16]([C:18]3[CH:23]=[CH:22][CH:21]=[CH:20][CH:19]=3)[CH3:17])=[C:11]([CH2:25][CH3:26])[N:10]=[N:9]2)=[CH:4][CH:3]=1.CC1(C)C(C)(C)OB([C:35]2[CH:40]=[CH:39][C:38]([CH2:41][C:42]([O:44][CH2:45][CH3:46])=[O:43])=[CH:37][CH:36]=2)O1.C1(P(C2CCCCC2)C2C=CC=CC=2C2C(OC)=CC=CC=2OC)CCCCC1.[O-]P([O-])([O-])=O.[K+].[K+].[K+]. (3) Given the product [CH3:1][O:2][C:3]1[CH:15]=[CH:14][C:6]2[C:7]([CH2:10][C:11]([O:13][CH3:21])=[O:12])=[CH:8][O:9][C:5]=2[CH:4]=1, predict the reactants needed to synthesize it. The reactants are: [CH3:1][O:2][C:3]1[CH:15]=[CH:14][C:6]2[C:7]([CH2:10][C:11]([OH:13])=[O:12])=[CH:8][O:9][C:5]=2[CH:4]=1.OS(O)(=O)=O.[CH3:21]O. (4) Given the product [O:1]1[C:5]2[CH:6]=[CH:7][C:8]([O:10][C:11]3[CH:16]=[CH:15][CH:14]=[C:13]([O:18][C:19]4[CH:20]=[CH:21][C:22]([N:25]5[CH:29]=[CH:28][N:27]=[CH:26]5)=[CH:23][CH:24]=4)[N:12]=3)=[CH:9][C:4]=2[O:3][CH2:2]1, predict the reactants needed to synthesize it. The reactants are: [O:1]1[C:5]2[CH:6]=[CH:7][C:8]([O:10][C:11]3[CH:16]=[CH:15][CH:14]=[C:13](F)[N:12]=3)=[CH:9][C:4]=2[O:3][CH2:2]1.[OH:18][C:19]1[CH:24]=[CH:23][C:22]([N:25]2[CH:29]=[CH:28][N:27]=[CH:26]2)=[CH:21][CH:20]=1.C(=O)([O-])[O-].[Cs+].[Cs+]. (5) Given the product [CH2:23]([N:9]1[C:10]([C:18]([O:20][CH2:21][CH3:22])=[O:19])=[C:11]([C:12]2[CH:13]=[CH:14][CH:15]=[CH:16][CH:17]=2)[C:7]([C:1]2[CH:2]=[CH:3][CH:4]=[CH:5][CH:6]=2)=[N:8]1)[C:24]1[CH:29]=[CH:28][CH:27]=[CH:26][CH:25]=1, predict the reactants needed to synthesize it. The reactants are: [C:1]1([C:7]2[C:11]([C:12]3[CH:17]=[CH:16][CH:15]=[CH:14][CH:13]=3)=[C:10]([C:18]([O:20][CH2:21][CH3:22])=[O:19])[NH:9][N:8]=2)[CH:6]=[CH:5][CH:4]=[CH:3][CH:2]=1.[CH2:23](Br)[C:24]1[CH:29]=[CH:28][CH:27]=[CH:26][CH:25]=1.CC(N(C)C)=O.C(=O)([O-])[O-].[Cs+].[Cs+].